The task is: Regression/Classification. Given a drug SMILES string, predict its absorption, distribution, metabolism, or excretion properties. Task type varies by dataset: regression for continuous measurements (e.g., permeability, clearance, half-life) or binary classification for categorical outcomes (e.g., BBB penetration, CYP inhibition). Dataset: cyp2c19_veith.. This data is from CYP2C19 inhibition data for predicting drug metabolism from PubChem BioAssay. (1) The drug is Cc1c(OCC(F)(F)F)ccnc1CSc1nc2ccccc2[nH]1. The result is 1 (inhibitor). (2) The compound is Cc1c(Br)c([N+](=O)[O-])nn1C(C)C(=O)Nc1ccc2c(c1)OCO2. The result is 1 (inhibitor).